This data is from Forward reaction prediction with 1.9M reactions from USPTO patents (1976-2016). The task is: Predict the product of the given reaction. (1) Given the reactants Br[CH2:2][C:3]([C:5]1[CH:6]=[C:7]([NH:12][C:13](=[O:24])[C:14]2[CH:19]=[C:18]([O:20][CH3:21])[CH:17]=[C:16]([O:22][CH3:23])[CH:15]=2)[CH:8]=[CH:9][C:10]=1[Cl:11])=O.[C:25]1([NH2:32])[CH:30]=[CH:29][CH:28]=[CH:27][C:26]=1[NH2:31].CCN(C(C)C)C(C)C, predict the reaction product. The product is: [Cl:11][C:10]1[CH:9]=[CH:8][C:7]([NH:12][C:13](=[O:24])[C:14]2[CH:19]=[C:18]([O:20][CH3:21])[CH:17]=[C:16]([O:22][CH3:23])[CH:15]=2)=[CH:6][C:5]=1[C:3]1[CH:2]=[N:31][C:26]2[C:25]([N:32]=1)=[CH:30][CH:29]=[CH:28][CH:27]=2. (2) Given the reactants [C:1]([NH:9][C:10]1[C:15]([I:16])=[CH:14][NH:13][C:12](=[O:17])[N:11]=1)(=[O:8])[C:2]1[CH:7]=[CH:6][CH:5]=[CH:4][CH:3]=1.[H-].[Na+].Br[CH2:21][C:22]([O:24][CH2:25][CH3:26])=[O:23], predict the reaction product. The product is: [C:1]([NH:9][C:10]1[C:15]([I:16])=[CH:14][N:13]([CH2:21][C:22]([O:24][CH2:25][CH3:26])=[O:23])[C:12](=[O:17])[N:11]=1)(=[O:8])[C:2]1[CH:7]=[CH:6][CH:5]=[CH:4][CH:3]=1. (3) Given the reactants [Cl:1][C:2]1[CH:19]=[CH:18][C:5]([C:6]([NH:8][C:9]2[S:10][CH:11]=[C:12]([CH2:14][C:15]([OH:17])=O)[N:13]=2)=[O:7])=[CH:4][CH:3]=1.[CH2:20]([O:22][C:23]([CH2:25][N:26]1[CH2:31][CH2:30][NH:29][CH2:28][CH2:27]1)=[O:24])[CH3:21], predict the reaction product. The product is: [CH2:20]([O:22][C:23](=[O:24])[CH2:25][N:26]1[CH2:31][CH2:30][N:29]([C:15](=[O:17])[CH2:14][C:12]2[N:13]=[C:9]([NH:8][C:6](=[O:7])[C:5]3[CH:4]=[CH:3][C:2]([Cl:1])=[CH:19][CH:18]=3)[S:10][CH:11]=2)[CH2:28][CH2:27]1)[CH3:21]. (4) Given the reactants [CH2:1]1[CH2:6][CH2:5][C:4]2([CH2:11][NH:10][C:8](=[O:9])[CH2:7]2)[CH2:3][CH2:2]1.[BrH:12].[OH2:13], predict the reaction product. The product is: [CH2:1]1[CH2:6][CH2:5][C:4]([CH2:11][NH2:10])([CH2:7][C:8]([OH:13])=[O:9])[CH2:3][CH2:2]1.[BrH:12]. (5) Given the reactants [F:1][C:2]([F:36])([F:35])[C:3]1[C:7]([C:8]([NH:10][CH:11]2[CH2:16][CH2:15][C:14](=[CH:17][C:18]3[CH:23]=[CH:22][CH:21]=[C:20]([O:24][C:25]4[CH:30]=[CH:29][C:28]([C:31]([F:34])([F:33])[F:32])=[CH:27][N:26]=4)[CH:19]=3)[CH2:13][CH2:12]2)=[O:9])=[CH:6][NH:5][N:4]=1.Br[CH2:38][C:39]([O:41][CH2:42][CH3:43])=[O:40].C(=O)([O-])[O-].[K+].[K+], predict the reaction product. The product is: [F:36][C:2]([F:1])([F:35])[C:3]1[C:7]([C:8](=[O:9])[NH:10][CH:11]2[CH2:16][CH2:15][C:14](=[CH:17][C:18]3[CH:23]=[CH:22][CH:21]=[C:20]([O:24][C:25]4[CH:30]=[CH:29][C:28]([C:31]([F:32])([F:33])[F:34])=[CH:27][N:26]=4)[CH:19]=3)[CH2:13][CH2:12]2)=[CH:6][N:5]([CH2:38][C:39]([O:41][CH2:42][CH3:43])=[O:40])[N:4]=1.